This data is from Forward reaction prediction with 1.9M reactions from USPTO patents (1976-2016). The task is: Predict the product of the given reaction. (1) The product is: [CH3:68][O:69][C:33](=[O:57])[C:34]1[CH:35]=[CH:36][C:37]([C:40]#[C:41]/[CH:17]=[CH:16]/[C:13]2[CH:14]=[CH:15][C:10]([CH2:9][O:8][Si:5]([C:1]([CH3:4])([CH3:3])[CH3:2])([CH3:7])[CH3:6])=[CH:11][CH:12]=2)=[CH:38][CH:39]=1. Given the reactants [C:1]([Si:5]([O:8][CH2:9][C:10]1[CH:15]=[CH:14][C:13](/[CH:16]=[CH:17]/I)=[CH:12][CH:11]=1)([CH3:7])[CH3:6])([CH3:4])([CH3:3])[CH3:2].COC(=O)[C@@H](N[C:33](=[O:57])[C:34]1[CH:39]=[CH:38][C:37]([C:40]#[C:41]/C=C/C2C=CC(CN3CCOCC3)=CC=2)=[CH:36][CH:35]=1)CNC(=O)CNC1CC1.CCN(CC)CC.C1C[O:69][CH2:68]C1, predict the reaction product. (2) The product is: [CH:1]1([C:4]2[CH:5]=[N:6][C:7]([NH:17][C:18]3[CH:26]=[CH:25][CH:24]=[C:23]4[C:19]=3[CH:20]=[CH:21][N:22]4[CH2:27][CH:28]3[CH2:29][CH2:30][O:31][CH2:32][CH2:33]3)=[C:8]([CH:16]=2)[C:9]([OH:11])=[O:10])[CH2:2][CH2:3]1. Given the reactants [CH:1]1([C:4]2[CH:5]=[N:6][C:7]([NH:17][C:18]3[CH:26]=[CH:25][CH:24]=[C:23]4[C:19]=3[CH:20]=[CH:21][N:22]4[CH2:27][CH:28]3[CH2:33][CH2:32][O:31][CH2:30][CH2:29]3)=[C:8]([CH:16]=2)[C:9]([O:11]C(C)(C)C)=[O:10])[CH2:3][CH2:2]1, predict the reaction product. (3) Given the reactants [C:1]([O:5][C:6]([N:8]([CH2:31][CH:32]1[CH2:37][CH2:36][N:35]([C:38]([CH:40]2[CH2:43][N:42](C(OCC3C=CC=CC=3)=O)[CH2:41]2)=[O:39])[CH2:34][CH2:33]1)[CH2:9][C@H:10]([O:23][Si:24]([C:27]([CH3:30])([CH3:29])[CH3:28])([CH3:26])[CH3:25])[C:11]1[CH:20]=[CH:19][C:18]([OH:21])=[C:17]2[C:12]=1[CH:13]=[CH:14][C:15](=[O:22])[NH:16]2)=[O:7])([CH3:4])([CH3:3])[CH3:2].CC1CC=CCC=1, predict the reaction product. The product is: [NH:42]1[CH2:43][CH:40]([C:38]([N:35]2[CH2:36][CH2:37][CH:32]([CH2:31][N:8]([CH2:9][C@H:10]([O:23][Si:24]([C:27]([CH3:30])([CH3:29])[CH3:28])([CH3:26])[CH3:25])[C:11]3[CH:20]=[CH:19][C:18]([OH:21])=[C:17]4[C:12]=3[CH:13]=[CH:14][C:15](=[O:22])[NH:16]4)[C:6](=[O:7])[O:5][C:1]([CH3:2])([CH3:3])[CH3:4])[CH2:33][CH2:34]2)=[O:39])[CH2:41]1. (4) Given the reactants [N:1]1[CH:6]=[CH:5][CH:4]=[C:3]([CH2:7][NH:8][C:9]([C:11]2[N:20]3[C:14]([CH2:15][N:16]([C:25]([C:27]4[CH:36]=[CH:35][C:30]([C:31]([O:33]C)=[O:32])=[CH:29][CH:28]=4)=[O:26])[C:17]4[CH:24]=[CH:23][CH:22]=[CH:21][C:18]=4[CH2:19]3)=[CH:13][CH:12]=2)=[O:10])[CH:2]=1.[OH-].[Li+], predict the reaction product. The product is: [N:1]1[CH:6]=[CH:5][CH:4]=[C:3]([CH2:7][NH:8][C:9]([C:11]2[N:20]3[C:14]([CH2:15][N:16]([C:25]([C:27]4[CH:28]=[CH:29][C:30]([C:31]([OH:33])=[O:32])=[CH:35][CH:36]=4)=[O:26])[C:17]4[CH:24]=[CH:23][CH:22]=[CH:21][C:18]=4[CH2:19]3)=[CH:13][CH:12]=2)=[O:10])[CH:2]=1.